Task: Regression/Classification. Given a drug SMILES string, predict its absorption, distribution, metabolism, or excretion properties. Task type varies by dataset: regression for continuous measurements (e.g., permeability, clearance, half-life) or binary classification for categorical outcomes (e.g., BBB penetration, CYP inhibition). Dataset: hlm.. Dataset: Human liver microsome stability data (1) The compound is O=C(N[C@@H](Cn1ccnc1)c1ccc(Cl)cc1Cl)c1ccc(-c2nnc(-c3ccc(-c4ccccn4)cc3F)o2)cc1. The result is 0 (unstable in human liver microsomes). (2) The drug is CC[C@H]1OC(=O)[C@H](C)[C@@H](O[C@H]2C[C@@](C)(OC)[C@@H](O)[C@H](C)O2)[C@H](C)[C@@H](O[C@@H]2O[C@H](C)C[C@H](N(C)C)[C@H]2O)[C@](C)(O)C[C@@H](C)CN(CCNC(=O)NC(C)c2cccc3ccccc23)[C@H](C)[C@@H](O)[C@]1(C)O. The result is 0 (unstable in human liver microsomes). (3) The compound is CNc1nc(NCCCN(C)C)c2sc(-c3ccc(C(F)(F)F)cc3Cl)cc2n1. The result is 0 (unstable in human liver microsomes).